Dataset: NCI-60 drug combinations with 297,098 pairs across 59 cell lines. Task: Regression. Given two drug SMILES strings and cell line genomic features, predict the synergy score measuring deviation from expected non-interaction effect. (1) Drug 1: CN1CCC(CC1)COC2=C(C=C3C(=C2)N=CN=C3NC4=C(C=C(C=C4)Br)F)OC. Drug 2: CC1=C2C(C(=O)C3(C(CC4C(C3C(C(C2(C)C)(CC1OC(=O)C(C(C5=CC=CC=C5)NC(=O)OC(C)(C)C)O)O)OC(=O)C6=CC=CC=C6)(CO4)OC(=O)C)OC)C)OC. Cell line: KM12. Synergy scores: CSS=41.4, Synergy_ZIP=3.11, Synergy_Bliss=2.26, Synergy_Loewe=-37.2, Synergy_HSA=0.497. (2) Drug 1: CC1OCC2C(O1)C(C(C(O2)OC3C4COC(=O)C4C(C5=CC6=C(C=C35)OCO6)C7=CC(=C(C(=C7)OC)O)OC)O)O. Drug 2: CN1C(=O)N2C=NC(=C2N=N1)C(=O)N. Cell line: OVCAR-8. Synergy scores: CSS=1.93, Synergy_ZIP=-0.202, Synergy_Bliss=0.843, Synergy_Loewe=-27.2, Synergy_HSA=-1.19. (3) Drug 1: CN(C)N=NC1=C(NC=N1)C(=O)N. Drug 2: C1C(C(OC1N2C=NC3=C2NC=NCC3O)CO)O. Cell line: T-47D. Synergy scores: CSS=2.05, Synergy_ZIP=-0.994, Synergy_Bliss=1.71, Synergy_Loewe=0.644, Synergy_HSA=1.30. (4) Drug 1: C1=CC(=CC=C1C#N)C(C2=CC=C(C=C2)C#N)N3C=NC=N3. Drug 2: CC1=C(C=C(C=C1)C(=O)NC2=CC(=CC(=C2)C(F)(F)F)N3C=C(N=C3)C)NC4=NC=CC(=N4)C5=CN=CC=C5. Cell line: SF-295. Synergy scores: CSS=7.15, Synergy_ZIP=-0.0903, Synergy_Bliss=5.65, Synergy_Loewe=-6.06, Synergy_HSA=-4.98. (5) Drug 2: C1CN1P(=S)(N2CC2)N3CC3. Drug 1: CC1=CC=C(C=C1)C2=CC(=NN2C3=CC=C(C=C3)S(=O)(=O)N)C(F)(F)F. Cell line: HOP-92. Synergy scores: CSS=13.8, Synergy_ZIP=-3.47, Synergy_Bliss=0.901, Synergy_Loewe=-3.99, Synergy_HSA=-0.176. (6) Drug 1: C1=C(C(=O)NC(=O)N1)N(CCCl)CCCl. Drug 2: C1=NC2=C(N=C(N=C2N1C3C(C(C(O3)CO)O)F)Cl)N. Cell line: CCRF-CEM. Synergy scores: CSS=80.1, Synergy_ZIP=0.567, Synergy_Bliss=0.595, Synergy_Loewe=-2.01, Synergy_HSA=2.51. (7) Drug 1: COC1=C(C=C2C(=C1)N=CN=C2NC3=CC(=C(C=C3)F)Cl)OCCCN4CCOCC4. Drug 2: CC1=C(C=C(C=C1)NC(=O)C2=CC=C(C=C2)CN3CCN(CC3)C)NC4=NC=CC(=N4)C5=CN=CC=C5. Cell line: SF-539. Synergy scores: CSS=17.2, Synergy_ZIP=-5.91, Synergy_Bliss=-3.46, Synergy_Loewe=-0.599, Synergy_HSA=-0.218. (8) Drug 1: C1CCN(CC1)CCOC2=CC=C(C=C2)C(=O)C3=C(SC4=C3C=CC(=C4)O)C5=CC=C(C=C5)O. Drug 2: CN(C)C1=NC(=NC(=N1)N(C)C)N(C)C. Cell line: UO-31. Synergy scores: CSS=-1.30, Synergy_ZIP=-0.601, Synergy_Bliss=-2.41, Synergy_Loewe=-13.7, Synergy_HSA=-3.73.